This data is from Forward reaction prediction with 1.9M reactions from USPTO patents (1976-2016). The task is: Predict the product of the given reaction. (1) Given the reactants [CH3:1][O:2][C:3]1[CH:4]=[C:5]2[C:10](=[CH:11][C:12]=1[O:13][CH3:14])[N:9]=[CH:8][N:7]=[C:6]2[O:15][C:16]1[CH:22]=[CH:21][C:19]([NH2:20])=[C:18]([F:23])[CH:17]=1.[C:24]1([CH3:33])[C:25]([N:30]=[C:31]=[O:32])=[CH:26][CH:27]=[CH:28][CH:29]=1.CO, predict the reaction product. The product is: [CH3:1][O:2][C:3]1[CH:4]=[C:5]2[C:10](=[CH:11][C:12]=1[O:13][CH3:14])[N:9]=[CH:8][N:7]=[C:6]2[O:15][C:16]1[CH:22]=[CH:21][C:19]([NH:20][C:31]([NH:30][C:25]2[CH:26]=[CH:27][CH:28]=[CH:29][C:24]=2[CH3:33])=[O:32])=[C:18]([F:23])[CH:17]=1. (2) Given the reactants NC1C=C2C(C[C@@H](C(=O)N[C@H]3C4C(=CC=CC=4)CCC3)N(C(=O)[C@@H](NC(=O)[C@@H](N(C)C(=O)OC(C)(C)C)C)C(C)(C)C)C2)=CC=1.[CH3:46][C:47]([CH3:96])([CH3:95])[C@H:48]([NH:81][C:82](=[O:94])[C@@H:83]([N:85]([CH3:93])[C:86](=[O:92])[O:87][C:88]([CH3:91])([CH3:90])[CH3:89])[CH3:84])[C:49]([N:51]1[CH2:55][C@@H:54]([NH:56][C:57](=[O:67])[C:58]2[CH:63]=[CH:62][C:61]([N+:64]([O-])=O)=[CH:60][CH:59]=2)[CH2:53][C@H:52]1[C:68](=[O:80])[NH:69][C@H:70]1[C:79]2[C:74](=[CH:75][CH:76]=[CH:77][CH:78]=2)[CH2:73][CH2:72][CH2:71]1)=[O:50], predict the reaction product. The product is: [NH2:64][C:61]1[CH:62]=[CH:63][C:58]([C:57]([NH:56][C@@H:54]2[CH2:55][N:51]([C:49](=[O:50])[C@@H:48]([NH:81][C:82](=[O:94])[C@@H:83]([N:85]([CH3:93])[C:86](=[O:92])[O:87][C:88]([CH3:91])([CH3:90])[CH3:89])[CH3:84])[C:47]([CH3:46])([CH3:95])[CH3:96])[C@H:52]([C:68](=[O:80])[NH:69][C@H:70]3[C:79]4[C:74](=[CH:75][CH:76]=[CH:77][CH:78]=4)[CH2:73][CH2:72][CH2:71]3)[CH2:53]2)=[O:67])=[CH:59][CH:60]=1. (3) Given the reactants [Br:1][C:2]1[CH:3]=[CH:4][C:5]([OH:11])=[C:6]([C:8](=[O:10])[CH3:9])[CH:7]=1.[CH3:12][CH:13]1[CH2:18][CH2:17][C:16](=O)[CH2:15][CH2:14]1.N1CCCC1, predict the reaction product. The product is: [Br:1][C:2]1[CH:7]=[C:6]2[C:5](=[CH:4][CH:3]=1)[O:11][C:16]1([CH2:17][CH2:18][CH:13]([CH3:12])[CH2:14][CH2:15]1)[CH2:9][C:8]2=[O:10].